From a dataset of Forward reaction prediction with 1.9M reactions from USPTO patents (1976-2016). Predict the product of the given reaction. (1) Given the reactants [CH3:1][O:2][C:3]([C:5]1[CH:10]=[CH:9][N:8]=[C:7]([C:11]([OH:13])=O)[CH:6]=1)=[O:4].[Cl-].[Mg+2].[Cl-].Cl.[CH2:18]([NH2:20])[CH3:19].C(N(CC)CC)C, predict the reaction product. The product is: [CH2:18]([NH:20][C:11]([C:7]1[CH:6]=[C:5]([CH:10]=[CH:9][N:8]=1)[C:3]([O:2][CH3:1])=[O:4])=[O:13])[CH3:19]. (2) The product is: [CH2:10]([O:9][C:1](=[O:8])[C:2](=[CH:16][C:13]([NH:17][C:18]([O:19][CH2:20][C:21]1[CH:26]=[CH:25][CH:24]=[CH:23][CH:22]=1)=[O:27])([CH3:12])[CH3:14])[C:3]([O:5][CH2:6][CH3:7])=[O:4])[CH3:11]. Given the reactants [C:1]([O:9][CH2:10][CH3:11])(=[O:8])[CH2:2][C:3]([O:5][CH2:6][CH3:7])=[O:4].[CH3:12][C:13]([NH:17][C:18](=[O:27])[O:19][CH2:20][C:21]1[CH:26]=[CH:25][CH:24]=[CH:23][CH:22]=1)([CH3:16])[CH:14]=O.N1C=CC=CC=1.O, predict the reaction product. (3) The product is: [N:9]1([C:6]2[CH:5]=[CH:4][C:3]([C:1]([NH2:2])=[S:16])=[CH:8][CH:7]=2)[CH2:14][CH2:13][NH:12][CH2:11][CH2:10]1. Given the reactants [C:1]([C:3]1[CH:8]=[CH:7][C:6]([N:9]2[CH2:14][CH2:13][NH:12][CH2:11][CH2:10]2)=[CH:5][CH:4]=1)#[N:2].P12(SP3(SP(SP(S3)(S1)=S)(=S)S2)=S)=[S:16], predict the reaction product.